This data is from Reaction yield outcomes from USPTO patents with 853,638 reactions. The task is: Predict the reaction yield, written as a fraction of the theoretical maximum amount of product (1.0 means a 100% yield; for example, 0.34 means a 34% yield). (1) The reactants are [CH2:1]([N:5]([CH2:27][CH2:28][CH2:29][CH3:30])[C:6](=[O:26])[C:7]1[CH:12]=[CH:11][C:10]([N+:13]([O-])=O)=[C:9]([NH:16][CH2:17][CH2:18][CH2:19][N:20]2[CH2:25][CH2:24][CH2:23][CH2:22][CH2:21]2)[N:8]=1)[CH2:2][CH2:3][CH3:4].O.O.[Sn](Cl)Cl.[OH-].[Na+]. The catalyst is Cl. The product is [NH2:13][C:10]1[CH:11]=[CH:12][C:7]([C:6]([N:5]([CH2:1][CH2:2][CH2:3][CH3:4])[CH2:27][CH2:28][CH2:29][CH3:30])=[O:26])=[N:8][C:9]=1[NH:16][CH2:17][CH2:18][CH2:19][N:20]1[CH2:25][CH2:24][CH2:23][CH2:22][CH2:21]1. The yield is 0.700. (2) The reactants are [CH3:1][C:2]1([CH3:15])[C@@H:6]2[CH2:7][CH2:8][C@@H:9]([C:11]([OH:13])=O)[CH2:10][N:5]2[C:4](=[O:14])[O:3]1.C(Cl)(C(Cl)=O)=O.Cl.[Cl:23][C:24]1[C:25]([CH2:30][NH2:31])=[N:26][CH:27]=[CH:28][N:29]=1. The catalyst is C(Cl)Cl.CN(C=O)C. The product is [Cl:23][C:24]1[C:25]([CH2:30][NH:31][C:11]([C@H:9]2[CH2:10][N:5]3[C:4](=[O:14])[O:3][C:2]([CH3:1])([CH3:15])[C@@H:6]3[CH2:7][CH2:8]2)=[O:13])=[N:26][CH:27]=[CH:28][N:29]=1. The yield is 0.942.